The task is: Predict the reactants needed to synthesize the given product.. This data is from Full USPTO retrosynthesis dataset with 1.9M reactions from patents (1976-2016). (1) Given the product [CH2:1]([C:3]1[CH:8]=[C:7]([CH3:9])[CH:6]=[C:5]([CH2:10][CH3:11])[C:4]=1[C:12]1[C:13](=[O:27])[N:15]([CH3:24])[N:16]=[C:17]([CH3:23])[C:18]=1[O:26][CH3:36])[CH3:2], predict the reactants needed to synthesize it. The reactants are: [CH2:1]([C:3]1[CH:8]=[C:7]([CH3:9])[CH:6]=[C:5]([CH2:10][CH3:11])[C:4]=1[C:12](=O)[C:13]([N:15]([CH3:24])[N:16]=[C:17]([CH3:23])[CH2:18]S(C)(=O)=O)=O)[CH3:2].[OH2:26].[OH-:27].[Li+].[OH-].[Na+].S(=O)(=O)(O)O.[C:36]1(C)C=CC=CC=1. (2) The reactants are: [F:1][C:2]1[CH:7]=[CH:6][CH:5]=[CH:4][C:3]=1[NH:8][C:9](=S)[NH:10][C:11]1[CH:16]=[CH:15][C:14]([C:17]2[S:21][C:20]([CH:22]3[CH2:27][CH2:26][CH:25]([CH2:28][C:29]([O:31][CH2:32][CH3:33])=[O:30])[CH2:24][CH2:23]3)=[N:19][CH:18]=2)=[CH:13][CH:12]=1.[NH3:35]. Given the product [F:1][C:2]1[CH:7]=[CH:6][CH:5]=[CH:4][C:3]=1[NH:8][C:9](=[NH:35])[NH:10][C:11]1[CH:16]=[CH:15][C:14]([C:17]2[S:21][C:20]([CH:22]3[CH2:27][CH2:26][CH:25]([CH2:28][C:29]([O:31][CH2:32][CH3:33])=[O:30])[CH2:24][CH2:23]3)=[N:19][CH:18]=2)=[CH:13][CH:12]=1, predict the reactants needed to synthesize it. (3) The reactants are: [F:1][C:2]1[CH:3]=[C:4]([NH:28][C:29]([NH:31][C:32](=[O:40])[CH2:33][C:34]2[CH:39]=[CH:38][CH:37]=[CH:36][CH:35]=2)=[S:30])[CH:5]=[CH:6][C:7]=1[O:8][C:9]1[CH:14]=[CH:13][N:12]=[C:11]2[CH:15]=[C:16]([C:18]3[CH:23]=[CH:22][C:21](S(C)(=O)=O)=[CH:20][CH:19]=3)[S:17][C:10]=12.FC1C=C(N)C=CC=1[O:48]C1C=CN=C2C=C(C3C=CC(S(C)(=O)=O)=CC=3)SC=12.NC1C=CC(OC2C=CN=C3C=C(C4C=CC(O)=CC=4)SC=23)=C(F)C=1. Given the product [F:1][C:2]1[CH:3]=[C:4]([NH:28][C:29]([NH:31][C:32](=[O:40])[CH2:33][C:34]2[CH:39]=[CH:38][CH:37]=[CH:36][CH:35]=2)=[S:30])[CH:5]=[CH:6][C:7]=1[O:8][C:9]1[CH:14]=[CH:13][N:12]=[C:11]2[CH:15]=[C:16]([C:18]3[CH:23]=[CH:22][C:21]([OH:48])=[CH:20][CH:19]=3)[S:17][C:10]=12, predict the reactants needed to synthesize it. (4) The reactants are: [C:1]([C@H:5]1[CH2:10][CH2:9][C@H:8]([N:11]([C:28](=[O:39])[CH2:29][C:30]2[CH:35]=[CH:34][C:33]([CH:36]([CH3:38])[CH3:37])=[CH:32][CH:31]=2)[CH:12]2[C:20]3[C:15](=[CH:16][C:17]([C:21](OCCCC)=[O:22])=[CH:18][CH:19]=3)[CH2:14][CH2:13]2)[CH2:7][CH2:6]1)([CH3:4])([CH3:3])[CH3:2].[Li+].[OH-].[NH2:42][C:43]1[NH:47][N:46]=[N:45][N:44]=1. Given the product [C:1]([C@H:5]1[CH2:10][CH2:9][C@H:8]([N:11]([C:28](=[O:39])[CH2:29][C:30]2[CH:35]=[CH:34][C:33]([CH:36]([CH3:38])[CH3:37])=[CH:32][CH:31]=2)[CH:12]2[C:20]3[C:15](=[CH:16][C:17]([C:21]([NH:42][C:43]4[NH:47][N:46]=[N:45][N:44]=4)=[O:22])=[CH:18][CH:19]=3)[CH2:14][CH2:13]2)[CH2:7][CH2:6]1)([CH3:4])([CH3:3])[CH3:2], predict the reactants needed to synthesize it. (5) Given the product [C:12]1([N:9]2[C:5]3=[N:6][CH:7]=[N:8][C:3]([NH:1][N:2]=[CH:26][C:25]4[CH:24]=[CH:23][C:22]([NH:21][C:18](=[O:20])[CH3:19])=[CH:29][CH:28]=4)=[C:4]3[CH:11]=[N:10]2)[CH:17]=[CH:16][CH:15]=[CH:14][CH:13]=1, predict the reactants needed to synthesize it. The reactants are: [NH:1]([C:3]1[N:8]=[CH:7][N:6]=[C:5]2[N:9]([C:12]3[CH:17]=[CH:16][CH:15]=[CH:14][CH:13]=3)[N:10]=[CH:11][C:4]=12)[NH2:2].[C:18]([NH:21][C:22]1[CH:29]=[CH:28][C:25]([CH:26]=O)=[CH:24][CH:23]=1)(=[O:20])[CH3:19]. (6) Given the product [Cl:14][C:13]1[C:8]2[O:7][CH:6]=[C:5]([CH2:4][C:3]([OH:25])=[O:2])[C:9]=2[CH:10]=[CH:11][C:12]=1[O:15][CH2:16][C:17]1[CH:22]=[CH:21][C:20]([Cl:23])=[CH:19][C:18]=1[Cl:24], predict the reactants needed to synthesize it. The reactants are: C[O:2][C:3](=[O:25])[CH2:4][C:5]1[C:9]2[CH:10]=[CH:11][C:12]([O:15][CH2:16][C:17]3[CH:22]=[CH:21][C:20]([Cl:23])=[CH:19][C:18]=3[Cl:24])=[C:13]([Cl:14])[C:8]=2[O:7][CH:6]=1.CO.[OH-].[Na+]. (7) The reactants are: Br[CH2:2][C:3]1[CH:12]=[C:11]2[C:6]([CH:7]=[CH:8][CH:9]=[N:10]2)=[CH:5][CH:4]=1.[N-:13]=[N+:14]=[N-:15].[Na+].O. Given the product [N:13]([CH2:2][C:3]1[CH:12]=[C:11]2[C:6]([CH:7]=[CH:8][CH:9]=[N:10]2)=[CH:5][CH:4]=1)=[N+:14]=[N-:15], predict the reactants needed to synthesize it. (8) The reactants are: [NH2:1][C:2]1[S:3][C:4]2[CH:10]=[C:9]([O:11][C:12]3[CH:13]=[CH:14][C:15]([CH3:32])=[C:16]([NH:18][C:19](=[O:31])[C:20]4[CH:25]=[CH:24][CH:23]=[C:22]([C:26]5([C:29]#[N:30])[CH2:28][CH2:27]5)[CH:21]=4)[CH:17]=3)[CH:8]=[CH:7][C:5]=2[N:6]=1.C([O:36][CH2:37][C:38](Cl)=[O:39])(=O)C.C(N(CC)CC)C.[OH-].[Na+].Cl. Given the product [C:29]([C:26]1([C:22]2[CH:21]=[C:20]([CH:25]=[CH:24][CH:23]=2)[C:19]([NH:18][C:16]2[CH:17]=[C:12]([O:11][C:9]3[CH:8]=[CH:7][C:5]4[N:6]=[C:2]([NH:1][C:37](=[O:36])[CH2:38][OH:39])[S:3][C:4]=4[CH:10]=3)[CH:13]=[CH:14][C:15]=2[CH3:32])=[O:31])[CH2:27][CH2:28]1)#[N:30], predict the reactants needed to synthesize it. (9) The reactants are: [NH2:1][C:2]1[C:3](=[O:21])[NH:4][C:5]2[C:10]([N:11]=1)=[C:9]([O:12][C:13]1[CH:18]=[C:17](Cl)[N:16]=[CH:15][N:14]=1)[CH:8]=[C:7]([F:20])[CH:6]=2.NC1C(=O)NC2C(N=1)=C(OC1C=C([N:40]3[CH2:45][CH2:44][N:43]([C@H:46]([C:48]4[CH:53]=[CH:52][C:51]([F:54])=[CH:50][CH:49]=4)[CH3:47])[CH2:42][CH2:41]3)N=CN=1)C=CC=2. Given the product [NH2:1][C:2]1[C:3](=[O:21])[NH:4][C:5]2[C:10]([N:11]=1)=[C:9]([O:12][C:13]1[CH:18]=[C:17]([N:40]3[CH2:41][CH2:42][N:43]([C@H:46]([C:48]4[CH:53]=[CH:52][C:51]([F:54])=[CH:50][CH:49]=4)[CH3:47])[CH2:44][CH2:45]3)[N:16]=[CH:15][N:14]=1)[CH:8]=[C:7]([F:20])[CH:6]=2, predict the reactants needed to synthesize it. (10) Given the product [Cl:1][C:2]1[C:3]([C:23]2[CH:32]=[CH:31][C:30]3[C:25](=[CH:26][CH:27]=[CH:28][CH:29]=3)[CH:24]=2)=[CH:4][C:5]2[N:9]=[C:8]([O:10][C:11]3[CH:12]=[CH:13][C:14]([CH3:21])=[C:15]([CH:20]=3)[C:16]([OH:18])=[O:17])[NH:7][C:6]=2[CH:22]=1, predict the reactants needed to synthesize it. The reactants are: [Cl:1][C:2]1[C:3]([C:23]2[CH:32]=[CH:31][C:30]3[C:25](=[CH:26][CH:27]=[CH:28][CH:29]=3)[CH:24]=2)=[CH:4][C:5]2[N:9]=[C:8]([O:10][C:11]3[CH:12]=[CH:13][C:14]([CH3:21])=[C:15]([CH:20]=3)[C:16]([O:18]C)=[O:17])[NH:7][C:6]=2[CH:22]=1.[OH-].[Na+].